Dataset: Full USPTO retrosynthesis dataset with 1.9M reactions from patents (1976-2016). Task: Predict the reactants needed to synthesize the given product. (1) Given the product [CH3:40][O:41][C:42]1[CH:49]=[CH:48][CH:47]=[CH:46][C:43]=1[CH2:44][NH:45][C:17]([C@@H:13]1[CH2:14][CH2:15][CH2:16][N:11]([C:6]2[CH:7]=[CH:8][CH:9]=[C:10]3[C:5]=2[C:4](=[O:20])[N:3]([CH2:21][C:22]2[CH:23]=[CH:24][N:25]=[CH:26][CH:27]=2)[C:2]3=[O:1])[CH2:12]1)=[O:18], predict the reactants needed to synthesize it. The reactants are: [O:1]=[C:2]1[C:10]2[C:5](=[C:6]([N:11]3[CH2:16][CH2:15][CH2:14][C@@H:13]([C:17](O)=[O:18])[CH2:12]3)[CH:7]=[CH:8][CH:9]=2)[C:4](=[O:20])[N:3]1[CH2:21][C:22]1[CH:27]=[CH:26][N:25]=[CH:24][CH:23]=1.CCN=C=NCCCN(C)C.Cl.[CH3:40][O:41][C:42]1[CH:49]=[CH:48][CH:47]=[CH:46][C:43]=1[CH2:44][NH2:45]. (2) Given the product [NH2:6][C:7]1[CH:8]=[C:9]([C:13]2[N:14]=[C:15]([NH:25][CH2:26][CH3:27])[S:16][C:17]=2[C:18]2[CH:23]=[CH:22][N:21]=[C:20]([NH:45][C:33]3[CH:34]=[CH:35][C:36]([O:37][CH2:38][CH2:39][N:40]4[CH2:41][CH2:42][CH2:43][CH2:44]4)=[C:31]([F:30])[CH:32]=3)[N:19]=2)[CH:10]=[CH:11][CH:12]=1, predict the reactants needed to synthesize it. The reactants are: C(OC(=O)[NH:6][C:7]1[CH:12]=[CH:11][CH:10]=[C:9]([C:13]2[N:14]=[C:15]([NH:25][CH2:26][CH3:27])[S:16][C:17]=2[C:18]2[CH:23]=[CH:22][N:21]=[C:20](Cl)[N:19]=2)[CH:8]=1)C=C.[Cl-].[F:30][C:31]1[CH:32]=[C:33]([NH3+:45])[CH:34]=[CH:35][C:36]=1[O:37][CH2:38][CH2:39][N:40]1[CH2:44][CH2:43][CH2:42][CH2:41]1.CC(C)(C)C(=S)N.CCCC[N+](CCCC)(CCCC)CCCC.[F-].C1COCC1.